From a dataset of Forward reaction prediction with 1.9M reactions from USPTO patents (1976-2016). Predict the product of the given reaction. (1) The product is: [CH3:24][O:23][C:21]([C:11]1[C:10]([OH:9])=[C:15]2[C:14]([CH2:20][CH2:19][O:18][C:16]2=[O:17])=[CH:13][CH:12]=1)=[O:22]. Given the reactants [Li+].CC([N-]C(C)C)C.[OH:9][C:10]1[C:15]([C:16]([O:18][CH3:19])=[O:17])=[C:14]([CH3:20])[CH:13]=[CH:12][C:11]=1[C:21]([O:23][CH3:24])=[O:22].C=O, predict the reaction product. (2) Given the reactants B1(C)OC(C2C=CC=CC=2)(C2C=CC=CC=2)[C@H]2N1CCC2.B.CSSC.Cl.[Br:28][CH2:29][C:30]([C:32]1[CH:33]=[N:34][CH:35]=[CH:36][CH:37]=1)=[O:31], predict the reaction product. The product is: [Br:28][CH2:29][C@H:30]([C:32]1[CH:33]=[N:34][CH:35]=[CH:36][CH:37]=1)[OH:31]. (3) Given the reactants [CH3:1][N:2]([CH2:18][C:19]1[CH:24]=[CH:23][CH:22]=[C:21]([C:25](=[O:59])[NH:26][C:27]2[CH:32]=[CH:31][C:30]([N:33]3[CH2:38][CH2:37][CH2:36][CH2:35][CH2:34]3)=[CH:29][C:28]=2[C:39]2[CH:44]=[C:43]([C:45](=[O:58])[NH:46][CH2:47][C:48]3[CH:53]=[CH:52][CH:51]=[C:50]([C:54]([F:57])([F:56])[F:55])[CH:49]=3)[CH:42]=[CH:41][N:40]=2)[N:20]=1)[CH2:3][CH2:4][N:5]1[CH2:10][CH2:9][N:8]([C:11](OC(C)(C)C)=O)[CH2:7][CH2:6]1.ClCCl.C(O)(C(F)(F)F)=O.CN(CC1N=C(C(NC2C=CC(N3CCCCC3)=CC=2C2C=C(C(=O)NCC3C=CC=C(C(F)(F)F)C=3)C=CN=2)=O)C=CC=1)CCN1CCNCC1.[BH-](OC(C)=O)(OC(C)=O)OC(C)=O.[Na+].C=O, predict the reaction product. The product is: [CH3:1][N:2]([CH2:18][C:19]1[N:20]=[C:21]([C:25]([NH:26][C:27]2[CH:32]=[CH:31][C:30]([N:33]3[CH2:34][CH2:35][CH2:36][CH2:37][CH2:38]3)=[CH:29][C:28]=2[C:39]2[CH:44]=[C:43]([C:45](=[O:58])[NH:46][CH2:47][C:48]3[CH:53]=[CH:52][CH:51]=[C:50]([C:54]([F:55])([F:57])[F:56])[CH:49]=3)[CH:42]=[CH:41][N:40]=2)=[O:59])[CH:22]=[CH:23][CH:24]=1)[CH2:3][CH2:4][N:5]1[CH2:10][CH2:9][N:8]([CH3:11])[CH2:7][CH2:6]1.